Dataset: Full USPTO retrosynthesis dataset with 1.9M reactions from patents (1976-2016). Task: Predict the reactants needed to synthesize the given product. (1) Given the product [CH3:13][O:14][C:15]([CH3:17])([O:1][N:2]1[C:3](=[O:12])[C:4]2[C:5](=[CH:8][CH:9]=[CH:10][CH:11]=2)[C:6]1=[O:7])[CH3:16], predict the reactants needed to synthesize it. The reactants are: [OH:1][N:2]1[C:6](=[O:7])[C:5]2=[CH:8][CH:9]=[CH:10][CH:11]=[C:4]2[C:3]1=[O:12].[CH3:13][O:14][C:15]([CH3:17])=[CH2:16]. (2) Given the product [C:22]([Si:5]([C:1]([CH3:2])([CH3:4])[CH3:3])([OH:6])[C:7]1[CH:8]=[CH:9][C:10]([CH2:13][C:37]([OH:39])=[O:38])=[CH:11][CH:12]=1)([CH3:23])([CH3:25])[CH3:24], predict the reactants needed to synthesize it. The reactants are: [C:1]([Si:5]([C:22]([CH3:25])([CH3:24])[CH3:23])([C:7]1[CH:12]=[CH:11][C:10]([CH2:13]COC2CCCCO2)=[CH:9][CH:8]=1)[OH:6])([CH3:4])([CH3:3])[CH3:2].C1(C)C=CC(S(O)(=O)=O)=CC=1.[C:37]([O-])([OH:39])=[O:38].[Na+].CC(C)=O.OS(O)(=O)=O.O=[Cr](=O)=O. (3) Given the product [Cl:52][C:14]1[C:15]([O:16][C:17]2[CH:22]=[N:21][C:20]([C:23]3[CH:28]=[CH:27][CH:26]=[C:25]([F:29])[CH:24]=3)=[CH:19][C:18]=2[C:30]2[CH:35]=[CH:34][N:33]=[C:32]([N:36]3[CH2:37][CH2:38][NH:39][CH2:40][CH2:41]3)[N:31]=2)=[CH:49][C:50]([F:51])=[C:12]([S:9]([NH:8][C:53]2[N:54]=[CH:55][S:56][CH:57]=2)(=[O:11])=[O:10])[CH:13]=1, predict the reactants needed to synthesize it. The reactants are: C(OC([N:8]([C:53]1[N:54]=[CH:55][S:56][CH:57]=1)[S:9]([C:12]1[C:50]([F:51])=[CH:49][C:15]([O:16][C:17]2[C:18]([C:30]3[CH:35]=[CH:34][N:33]=[C:32]([N:36]4[CH2:41][CH2:40][N:39](C(OC(C)(C)C)=O)[CH2:38][CH2:37]4)[N:31]=3)=[CH:19][C:20]([C:23]3[CH:28]=[CH:27][CH:26]=[C:25]([F:29])[CH:24]=3)=[N:21][CH:22]=2)=[C:14]([Cl:52])[CH:13]=1)(=[O:11])=[O:10])=O)(C)(C)C. (4) Given the product [CH2:21]([O:20][C:8]1[CH:9]=[C:10]([CH2:13][C:14]2[CH:19]=[CH:18][CH:17]=[CH:16][N:15]=2)[CH:11]=[CH:12][C:7]=1/[CH:46]=[CH:45]/[C:44]([O:48][CH3:49])=[O:47])[CH3:22], predict the reactants needed to synthesize it. The reactants are: FC(F)(F)S(O[C:7]1[CH:12]=[CH:11][C:10]([CH2:13][C:14]2[CH:19]=[CH:18][CH:17]=[CH:16][N:15]=2)=[CH:9][C:8]=1[O:20][CH2:21][CH3:22])(=O)=O.C1(P(C2C=CC=CC=2)C2C=CC=CC=2)C=CC=CC=1.[C:44]([O:48][CH3:49])(=[O:47])[CH:45]=[CH2:46].C([O-])(=O)C.[Na+]. (5) Given the product [F:24][C:19]1[CH:20]=[C:21]2[C:16](=[CH:17][C:18]=1[F:25])[N:15]=[C:14]([CH2:10][CH2:11][C:12]#[C:13][C:2]1[CH:7]=[CH:6][CH:5]=[C:4]([CH2:8][F:9])[N:3]=1)[CH:23]=[N:22]2, predict the reactants needed to synthesize it. The reactants are: Br[C:2]1[CH:7]=[CH:6][CH:5]=[C:4]([CH2:8][F:9])[N:3]=1.[CH2:10]([C:14]1[CH:23]=[N:22][C:21]2[C:16](=[CH:17][C:18]([F:25])=[C:19]([F:24])[CH:20]=2)[N:15]=1)[CH2:11][C:12]#[CH:13]. (6) Given the product [NH2:1][C:2]1[N:3]=[C:4]([C:9]#[N:10])[CH:5]=[CH:6][CH:7]=1, predict the reactants needed to synthesize it. The reactants are: [NH2:1][C:2]1[CH:7]=[CH:6][CH:5]=[C:4](Br)[N:3]=1.[CH3:9][N:10](C)C(=O)C. (7) Given the product [NH2:20][C:16]1[C:15]2[N:21]=[C:12]([S:11][C:3]3[C:2]([I:1])=[CH:10][C:6]4[O:7][CH2:8][O:9][C:5]=4[CH:4]=3)[N:13]([CH2:23][CH2:24][CH2:25][C:26]([O:28][CH2:29][CH3:30])=[O:27])[C:14]=2[CH:19]=[CH:18][N:17]=1, predict the reactants needed to synthesize it. The reactants are: [I:1][C:2]1[C:3]([S:11][C:12]2[NH:13][C:14]3[CH:19]=[CH:18][N:17]=[C:16]([NH2:20])[C:15]=3[N:21]=2)=[CH:4][C:5]2[O:9][CH2:8][O:7][C:6]=2[CH:10]=1.Br[CH2:23][CH2:24][CH2:25][C:26]([O:28][CH2:29][CH3:30])=[O:27].C([O-])([O-])=O.[Cs+].[Cs+].